From a dataset of Full USPTO retrosynthesis dataset with 1.9M reactions from patents (1976-2016). Predict the reactants needed to synthesize the given product. (1) Given the product [OH:18][CH2:17][CH2:16][NH:15][C:1]([C:2]1[CH:11]=[CH:10][C:9]2[C:4](=[CH:5][CH:6]=[CH:7][CH:8]=2)[N:3]=1)=[O:13], predict the reactants needed to synthesize it. The reactants are: [C:1]([OH:13])(=O)[C:2]1[CH:11]=[CH:10][C:9]2[C:4](=[CH:5][CH:6]=[CH:7][CH:8]=2)[N:3]=1.C[N:15]1CC[O:18][CH2:17][CH2:16]1.C(OC(Cl)=O)C(C)C.C(CN)O. (2) Given the product [C:1]([O:13][C@H:1]([CH2:2][CH2:3][CH2:4][CH2:5][CH2:6][CH2:7][CH2:8][CH2:9][CH2:10][CH2:14][CH3:15])[CH2:18][C:19]([OH:21])=[O:20])(=[O:12])[CH2:2][CH2:3][CH2:4][CH2:5][CH2:6][CH2:7][CH2:8][CH2:9][CH2:10][CH3:11], predict the reactants needed to synthesize it. The reactants are: [C:1]([OH:13])(=[O:12])[CH2:2][CH2:3][CH2:4][CH2:5][CH2:6][CH2:7][CH2:8][CH2:9][CH2:10][CH3:11].[CH2:14](Cl)[CH2:15]Cl.[CH3:18][C:19]([OH:21])=[O:20]. (3) Given the product [ClH:12].[Cl:12][C:11]1[CH:10]=[CH:9][C:8]([OH:13])=[CH:7][C:6]=1[NH:5][NH2:1], predict the reactants needed to synthesize it. The reactants are: [N:1]([O-])=O.[Na+].[NH2:5][C:6]1[CH:7]=[C:8]([OH:13])[CH:9]=[CH:10][C:11]=1[Cl:12].[Sn](Cl)Cl. (4) Given the product [Cl:1][C:2]1[CH:3]=[CH:4][C:5]([C:8]2[CH:9]=[C:10]([NH:20][C:27]([C:26]3[N:22]([CH3:21])[N:23]=[CH:24][CH:25]=3)=[O:28])[CH:11]=[N:12][C:13]=2[O:14][CH2:15][C:16]([F:17])([F:18])[F:19])=[CH:6][CH:7]=1, predict the reactants needed to synthesize it. The reactants are: [Cl:1][C:2]1[CH:7]=[CH:6][C:5]([C:8]2[CH:9]=[C:10]([NH2:20])[CH:11]=[N:12][C:13]=2[O:14][CH2:15][C:16]([F:19])([F:18])[F:17])=[CH:4][CH:3]=1.[CH3:21][N:22]1[C:26]([C:27](O)=[O:28])=[CH:25][CH:24]=[N:23]1. (5) Given the product [CH3:20][S:17]([C:13]1[CH:12]=[C:11]([NH:10][C:6]2[C:5]3[N:4]([N:3]=[C:2]([NH:32][C:31]4[CH:33]=[CH:34][CH:35]=[C:29]([N:26]5[CH2:25][CH2:24][N:23]([CH3:22])[CH2:28][CH2:27]5)[CH:30]=4)[N:21]=3)[CH:9]=[CH:8][CH:7]=2)[CH:16]=[CH:15][CH:14]=1)(=[O:19])=[O:18], predict the reactants needed to synthesize it. The reactants are: Cl[C:2]1[N:21]=[C:5]2[C:6]([NH:10][C:11]3[CH:16]=[CH:15][CH:14]=[C:13]([S:17]([CH3:20])(=[O:19])=[O:18])[CH:12]=3)=[CH:7][CH:8]=[CH:9][N:4]2[N:3]=1.[CH3:22][N:23]1[CH2:28][CH2:27][N:26]([C:29]2[CH:30]=[C:31]([CH:33]=[CH:34][CH:35]=2)[NH2:32])[CH2:25][CH2:24]1.C1(P(C2CCCCC2)C2C=CC=CC=2C2C=CC=CC=2P(C2CCCCC2)C2CCCCC2)CCCCC1. (6) Given the product [O:12]=[C:11]1[C:5]2[CH:4]=[CH:3][CH:2]=[N:1][C:6]=2[C@@H:7]2[CH2:15][N:14]([C:16]([O:18][C:19]([CH3:22])([CH3:21])[CH3:20])=[O:17])[CH2:13][C@H:8]2[CH2:9][NH:10]1, predict the reactants needed to synthesize it. The reactants are: [N:1]1[C:6]2[C@@H:7]3[CH2:15][NH:14][CH2:13][C@H:8]3[CH2:9][NH:10][C:11](=[O:12])[C:5]=2[CH:4]=[CH:3][CH:2]=1.[C:16](O[C:16]([O:18][C:19]([CH3:22])([CH3:21])[CH3:20])=[O:17])([O:18][C:19]([CH3:22])([CH3:21])[CH3:20])=[O:17].C([O-])([O-])=O.[Na+].[Na+].O. (7) Given the product [OH:29][C@@H:28]([CH2:30][N:31]1[CH2:36][CH2:35][O:34][CH2:33][CH2:32]1)[CH2:27][O:26][C:13]1[CH:14]=[CH:15][C:16]2[C:17]3[N:18]([CH2:23][CH2:24][N:25]=3)[C:19]([NH:22][C:42]([C:41]3[S:37][CH:38]=[N:39][CH:40]=3)=[O:43])=[N:20][C:21]=2[C:12]=1[O:11][CH3:10], predict the reactants needed to synthesize it. The reactants are: CS(OC[C@H]1OC1)(=O)=O.[CH3:10][O:11][C:12]1[C:21]2[N:20]=[C:19]([NH2:22])[N:18]3[CH2:23][CH2:24][N:25]=[C:17]3[C:16]=2[CH:15]=[CH:14][C:13]=1[O:26][CH2:27][C@H:28]1[CH2:30][O:29]1.[NH:31]1[CH2:36][CH2:35][O:34][CH2:33][CH2:32]1.[S:37]1[C:41]([C:42](O)=[O:43])=[CH:40][N:39]=[CH:38]1. (8) Given the product [F:1][C:2]1[CH:11]=[C:10]([NH:12][S:13]([C:16]2[CH:21]=[CH:20][C:19]([C:26]3[CH:27]=[CH:28][S:24][CH:25]=3)=[CH:18][CH:17]=2)(=[O:15])=[O:14])[CH:9]=[C:8]([F:23])[C:3]=1[C:4]([OH:6])=[O:5], predict the reactants needed to synthesize it. The reactants are: [F:1][C:2]1[CH:11]=[C:10]([NH:12][S:13]([C:16]2[CH:21]=[CH:20][C:19](I)=[CH:18][CH:17]=2)(=[O:15])=[O:14])[CH:9]=[C:8]([F:23])[C:3]=1[C:4]([O:6]C)=[O:5].[S:24]1[CH:28]=[CH:27][C:26](B(O)O)=[CH:25]1.C(=O)([O-])[O-].[Na+].[Na+].Cl. (9) The reactants are: [Cl:1][C:2]1[CH:7]=[C:6]([Cl:8])[CH:5]=[CH:4][C:3]=1[C:9]1[C:29](=[O:30])[N:28]([CH3:31])[C:12]2[N:13]([CH3:27])[C:14]3[C:19]([C:11]=2[CH:10]=1)=[CH:18][C:17]([C:20](=O)[CH:21]=[CH:22]N(C)C)=[CH:16][CH:15]=3.[OH:32][CH2:33][CH2:34][NH:35][NH2:36]. Given the product [Cl:1][C:2]1[CH:7]=[C:6]([Cl:8])[CH:5]=[CH:4][C:3]=1[C:9]1[C:29](=[O:30])[N:28]([CH3:31])[C:12]2[N:13]([CH3:27])[C:14]3[C:19]([C:11]=2[CH:10]=1)=[CH:18][C:17]([C:20]1[N:35]([CH2:34][CH2:33][OH:32])[N:36]=[CH:22][CH:21]=1)=[CH:16][CH:15]=3, predict the reactants needed to synthesize it.